From a dataset of Forward reaction prediction with 1.9M reactions from USPTO patents (1976-2016). Predict the product of the given reaction. (1) Given the reactants [Cl:1][C:2]1[CH:8]=[CH:7][C:5]([NH2:6])=[C:4]([N:9]2[CH2:14][CH2:13][N:12]([CH2:15][CH2:16][C:17]([F:20])([F:19])[F:18])[CH2:11][CH2:10]2)[CH:3]=1.[N:21]1([CH2:26][C:27]2[CH:35]=[CH:34][C:30]([C:31](O)=[O:32])=[CH:29][CH:28]=2)[CH2:25][CH2:24][CH2:23][CH2:22]1, predict the reaction product. The product is: [Cl:1][C:2]1[CH:8]=[CH:7][C:5]([NH:6][C:31](=[O:32])[C:30]2[CH:34]=[CH:35][C:27]([CH2:26][N:21]3[CH2:25][CH2:24][CH2:23][CH2:22]3)=[CH:28][CH:29]=2)=[C:4]([N:9]2[CH2:14][CH2:13][N:12]([CH2:15][CH2:16][C:17]([F:19])([F:18])[F:20])[CH2:11][CH2:10]2)[CH:3]=1. (2) Given the reactants [CH3:1][O:2][C:3](=[O:12])[CH2:4][C:5]1[CH:10]=[CH:9][CH:8]=[C:7]([OH:11])[CH:6]=1.C1(P(C2C=CC=CC=2)C2C=CC=CC=2)C=CC=CC=1.O[CH2:33][CH2:34][CH2:35][NH:36][C:37](=[O:43])[O:38][C:39]([CH3:42])([CH3:41])[CH3:40].CC(OC(/N=N/C(OC(C)C)=O)=O)C, predict the reaction product. The product is: [CH3:1][O:2][C:3](=[O:12])[CH2:4][C:5]1[CH:10]=[CH:9][CH:8]=[C:7]([O:11][CH2:33][CH2:34][CH2:35][NH:36][C:37]([O:38][C:39]([CH3:40])([CH3:42])[CH3:41])=[O:43])[CH:6]=1.